From a dataset of Full USPTO retrosynthesis dataset with 1.9M reactions from patents (1976-2016). Predict the reactants needed to synthesize the given product. Given the product [Cl:15][C:16]1[CH:24]=[C:23]([S:25]([CH3:28])(=[O:27])=[O:26])[CH:22]=[CH:21][C:17]=1[C:18]([NH:6][C:5]1[CH:7]=[CH:8][C:2]([Cl:1])=[C:3]([C:9]2[CH:14]=[CH:13][CH:12]=[CH:11][N:10]=2)[CH:4]=1)=[O:19], predict the reactants needed to synthesize it. The reactants are: [Cl:1][C:2]1[CH:8]=[CH:7][C:5]([NH2:6])=[CH:4][C:3]=1[C:9]1[CH:14]=[CH:13][CH:12]=[CH:11][N:10]=1.[Cl:15][C:16]1[CH:24]=[C:23]([S:25]([CH3:28])(=[O:27])=[O:26])[CH:22]=[CH:21][C:17]=1[C:18](O)=[O:19].